Task: Predict the reaction yield, written as a fraction of the theoretical maximum amount of product (1.0 means a 100% yield; for example, 0.34 means a 34% yield).. Dataset: Reaction yield outcomes from USPTO patents with 853,638 reactions (1) The reactants are [Cl:1][C:2]1[CH:3]=[CH:4][C:5]2[O:9][C:8]([CH:10]([NH:15][C:16]3[CH:21]=[CH:20][C:19]([C:22]([N:24]([CH3:32])[CH2:25][CH2:26][C:27]([O:29]CC)=[O:28])=[O:23])=[CH:18][CH:17]=3)[CH2:11][CH:12]([CH3:14])[CH3:13])=[C:7]([CH3:33])[C:6]=2[CH:34]=1.O1CCCC1.[OH-].[Na+]. The catalyst is C(O)C. The product is [Cl:1][C:2]1[CH:3]=[CH:4][C:5]2[O:9][C:8]([CH:10]([NH:15][C:16]3[CH:21]=[CH:20][C:19]([C:22]([N:24]([CH3:32])[CH2:25][CH2:26][C:27]([OH:29])=[O:28])=[O:23])=[CH:18][CH:17]=3)[CH2:11][CH:12]([CH3:14])[CH3:13])=[C:7]([CH3:33])[C:6]=2[CH:34]=1. The yield is 0.930. (2) The reactants are [Br:1][C:2]1[CH:10]=[CH:9][C:5]([C:6]([OH:8])=O)=[C:4]([F:11])[C:3]=1[F:12].N1(C(N2C=CN=C2)=O)C=CN=C1.[NH2:25][C:26]1[N:31]=[C:30]([S:32]([NH2:35])(=[O:34])=[O:33])[CH:29]=[CH:28][CH:27]=1.[H-].[Na+]. The catalyst is CN(C=O)C.C(OCC)(=O)C. The product is [NH2:25][C:26]1[N:31]=[C:30]([S:32]([NH:35][C:6](=[O:8])[C:5]2[CH:9]=[CH:10][C:2]([Br:1])=[C:3]([F:12])[C:4]=2[F:11])(=[O:34])=[O:33])[CH:29]=[CH:28][CH:27]=1. The yield is 9.86. (3) The reactants are [OH:1][CH2:2][C@@H:3]([NH:8][C:9](=[O:15])[O:10][C:11]([CH3:14])([CH3:13])[CH3:12])[CH2:4][CH:5]([CH3:7])[CH3:6].Cl[C:17]1[CH:18]=[CH:19][C:20]2[C:30]3[C:25](=[C:26]([NH:31][C:32](=[O:34])[CH3:33])[N:27]=[CH:28][CH:29]=3)[CH:24]([CH3:35])[O:23][C:21]=2[CH:22]=1. No catalyst specified. The product is [C:32]([NH:31][C:26]1[N:27]=[CH:28][CH:29]=[C:30]2[C:20]3[CH:19]=[CH:18][C:17]([O:1][CH2:2][C@@H:3]([NH:8][C:9](=[O:15])[O:10][C:11]([CH3:13])([CH3:12])[CH3:14])[CH2:4][CH:5]([CH3:7])[CH3:6])=[CH:22][C:21]=3[O:23][CH:24]([CH3:35])[C:25]=12)(=[O:34])[CH3:33]. The yield is 0.510. (4) The reactants are Cl[CH2:2][C:3]([NH:5][C:6]1[CH:19]=[CH:18][C:17]2[C:16](=[O:20])[C:15]3[C:10](=[CH:11][C:12]([NH:21][C:22](=[O:25])[CH2:23]Cl)=[CH:13][CH:14]=3)[C:9](=[O:26])[C:8]=2[CH:7]=1)=[O:4].[NH:27]1[CH2:32][CH2:31][NH:30][CH2:29][CH2:28]1.[N:33]1[CH:38]=[CH:37]C=[CH:35][CH:34]=1.C[N:40](C)C=O. No catalyst specified. The product is [N:27]1([CH2:2][C:3]([NH:5][C:6]2[CH:19]=[CH:18][C:17]3[C:16](=[O:20])[C:15]4[C:10](=[CH:11][C:12]([NH:21][C:22](=[O:25])[CH2:23][N:33]5[CH2:34][CH2:35][NH:40][CH2:37][CH2:38]5)=[CH:13][CH:14]=4)[C:9](=[O:26])[C:8]=3[CH:7]=2)=[O:4])[CH2:32][CH2:31][NH:30][CH2:29][CH2:28]1. The yield is 0.190. (5) The reactants are [CH3:1][O:2][C:3](=[O:16])[C:4]1[CH:9]=[CH:8][C:7]([CH2:10][CH2:11][C:12](O)=O)=[C:6]([CH3:15])[CH:5]=1.C(Cl)(=O)C(Cl)=O.C[Si](C=[N+]=[N-])(C)C.C(O)(=O)CC(CC(O)=O)([C:34]([OH:36])=[O:35])O.C(N(CC)CC)C. The catalyst is ClCCl.CN(C=O)C.C(#N)C.O.C([O-])(=O)C1C=CC=CC=1.[Ag+].C(OCC)(=O)C. The product is [CH3:1][O:2][C:3](=[O:16])[C:4]1[CH:9]=[CH:8][C:7]([CH2:10][CH2:11][CH2:12][C:34]([OH:36])=[O:35])=[C:6]([CH3:15])[CH:5]=1. The yield is 0.710. (6) The reactants are C(OC([NH:8][C:9]([CH3:19])([C:11]([O:13][CH:14]1[CH2:18][CH2:17][CH2:16][CH2:15]1)=[O:12])[CH3:10])=O)(C)(C)C.[ClH:20].O1CCOCC1. The catalyst is C1COCC1. The product is [ClH:20].[CH3:19][C:9]([C:11]([O:13][CH:14]1[CH2:15][CH2:16][CH2:17][CH2:18]1)=[O:12])([CH3:10])[NH2:8]. The yield is 0.820. (7) The reactants are [H-].[Al+3].[Li+].[H-].[H-].[H-].[S:7]1[CH:11]=[CH:10][CH:9]=[C:8]1[CH2:12][O:13][C:14]1[CH:21]=[CH:20][C:17]([C:18]#[N:19])=[CH:16][CH:15]=1.CO.[Cl-].[NH4+]. The catalyst is O1CCCC1.O. The product is [S:7]1[CH:11]=[CH:10][CH:9]=[C:8]1[CH2:12][O:13][C:14]1[CH:21]=[CH:20][C:17]([CH2:18][NH2:19])=[CH:16][CH:15]=1. The yield is 0.820. (8) The reactants are [CH3:1][O:2][C:3]1[CH:8]=[CH:7][C:6]([N:9]2[C:13]([C:14]([O:16][CH3:17])=[O:15])=[CH:12][C:11]([C:18]([OH:20])=[O:19])=[N:10]2)=[CH:5][CH:4]=1.[CH:21](N(C(C)C)CC)(C)[CH3:22].C(O)C. The product is [CH3:1][O:2][C:3]1[CH:8]=[CH:7][C:6]([N:9]2[C:13]([C:14]([O:16][CH3:17])=[O:15])=[CH:12][C:11]([C:18]([O:20][CH2:21][CH3:22])=[O:19])=[N:10]2)=[CH:5][CH:4]=1. The yield is 0.450. The catalyst is S(Cl)(Cl)=O.